This data is from Forward reaction prediction with 1.9M reactions from USPTO patents (1976-2016). The task is: Predict the product of the given reaction. (1) Given the reactants [CH3:1][C:2]1[CH:7]=[CH:6][C:5]([S:8]([O:11][CH2:12][C@H:13]2[CH2:22][CH2:21][C:20]3[C:15](=[C:16](Br)[CH:17]=[C:18]([F:23])[CH:19]=3)[O:14]2)(=[O:10])=[O:9])=[CH:4][CH:3]=1.[Cl:25][C:26]1[CH:31]=[CH:30][C:29]([Cl:32])=[CH:28][C:27]=1B(O)O.C(=O)([O-])[O-].[K+].[K+], predict the reaction product. The product is: [CH3:1][C:2]1[CH:7]=[CH:6][C:5]([S:8]([O:11][CH2:12][C@H:13]2[CH:22]=[CH:21][C:20]3[C:15](=[C:16]([C:30]4[CH:31]=[C:26]([Cl:25])[CH:27]=[CH:28][C:29]=4[Cl:32])[CH:17]=[C:18]([F:23])[CH:19]=3)[O:14]2)(=[O:10])=[O:9])=[CH:4][CH:3]=1. (2) The product is: [CH3:8][C:6]1([CH3:7])[C:2]([CH3:16])([CH3:1])[O:3][B:4]([C:9]2[CH:15]=[CH:14][C:12]([NH:13][S:20]([CH:17]3[CH2:19][CH2:18]3)(=[O:22])=[O:21])=[CH:11][CH:10]=2)[O:5]1. Given the reactants [CH3:1][C:2]1([CH3:16])[C:6]([CH3:8])([CH3:7])[O:5][B:4]([C:9]2[CH:15]=[CH:14][C:12]([NH2:13])=[CH:11][CH:10]=2)[O:3]1.[CH:17]1([S:20](Cl)(=[O:22])=[O:21])[CH2:19][CH2:18]1, predict the reaction product. (3) The product is: [NH2:14][C:15]1[CH:20]=[CH:19][CH:18]=[CH:17][C:16]=1[O:21][C:11]1[CH:10]=[CH:9][CH:8]=[C:5]([C:6]#[N:7])[C:4]=1[C:12]#[N:13]. Given the reactants [N+]([C:4]1([C:12]#[N:13])[CH:11]=[CH:10][CH:9]=[CH:8][CH:5]1[C:6]#[N:7])([O-])=O.[NH2:14][C:15]1[CH:20]=[CH:19][CH:18]=[CH:17][C:16]=1[OH:21], predict the reaction product. (4) Given the reactants [CH2:1]([O:8][C:9]1[CH:14]=[C:13]([O:15][CH2:16][C:17]2[CH:22]=[CH:21][CH:20]=[CH:19][CH:18]=2)[C:12]([C:23]([CH3:25])=[CH2:24])=[CH:11][C:10]=1[C:26]([N:28]1[CH2:36][C:35]2[C:30](=[CH:31][CH:32]=[C:33](Br)[CH:34]=2)[CH2:29]1)=[O:27])[C:2]1[CH:7]=[CH:6][CH:5]=[CH:4][CH:3]=1.[CH3:38][N:39]1[CH2:44][CH2:43][N:42]([CH:45]2[CH2:50][CH2:49][NH:48][CH2:47][CH2:46]2)[CH2:41][CH2:40]1.CC(C)([O-])C.[Na+], predict the reaction product. The product is: [CH2:1]([O:8][C:9]1[CH:14]=[C:13]([O:15][CH2:16][C:17]2[CH:22]=[CH:21][CH:20]=[CH:19][CH:18]=2)[C:12]([C:23]([CH3:25])=[CH2:24])=[CH:11][C:10]=1[C:26]([N:28]1[CH2:36][C:35]2[C:30](=[CH:31][CH:32]=[C:33]([N:48]3[CH2:47][CH2:46][CH:45]([N:42]4[CH2:41][CH2:40][N:39]([CH3:38])[CH2:44][CH2:43]4)[CH2:50][CH2:49]3)[CH:34]=2)[CH2:29]1)=[O:27])[C:2]1[CH:7]=[CH:6][CH:5]=[CH:4][CH:3]=1. (5) Given the reactants [CH3:1][S:2]([N:5]1[CH2:10][CH2:9][C:8](=[O:11])[CH2:7][CH2:6]1)(=[O:4])=[O:3].C(O)(=O)C.[CH2:16](N)[C:17]1[CH:22]=[CH:21][CH:20]=[CH:19][CH:18]=1.[BH-](OC(C)=O)(OC(C)=O)OC(C)=O.[Na+].[OH-].[Na+], predict the reaction product. The product is: [CH2:16]([O:11][CH:8]1[CH2:7][CH2:6][N:5]([S:2]([CH3:1])(=[O:4])=[O:3])[CH2:10][CH2:9]1)[C:17]1[CH:22]=[CH:21][CH:20]=[CH:19][CH:18]=1. (6) The product is: [CH2:17]([C:12]1[N:13]=[C:14]([NH:1][C:2]2[CH:7]=[CH:6][CH:5]=[C:4]([OH:8])[CH:3]=2)[CH:15]=[C:10]([NH:1][C:2]2[CH:7]=[CH:6][CH:5]=[C:4]([OH:8])[CH:3]=2)[N:11]=1)[CH3:18]. Given the reactants [NH2:1][C:2]1[CH:3]=[C:4]([OH:8])[CH:5]=[CH:6][CH:7]=1.Cl[C:10]1[CH:15]=[C:14](Cl)[N:13]=[C:12]([CH2:17][CH3:18])[N:11]=1, predict the reaction product. (7) The product is: [CH2:35]([O:34][C:8]1[CH:9]=[C:10]([CH2:12][N:13]2[CH2:16][C:15]3([CH2:20][C:19]([N:21]4[CH2:22][CH2:23][C:24]([CH2:32][CH3:33])([C:27]([OH:29])=[O:28])[CH2:25][CH2:26]4)=[N:18][O:17]3)[CH2:14]2)[CH:11]=[C:6]([O:5][CH2:3][CH3:4])[C:7]=1[C:37]1[CH:42]=[CH:41][C:40]([F:43])=[CH:39][C:38]=1[F:44])[CH3:36]. Given the reactants [OH-].[Na+].[CH2:3]([O:5][C:6]1[CH:11]=[C:10]([CH2:12][N:13]2[CH2:16][C:15]3([CH2:20][C:19]([N:21]4[CH2:26][CH2:25][C:24]([CH2:32][CH3:33])([C:27]([O:29]CC)=[O:28])[CH2:23][CH2:22]4)=[N:18][O:17]3)[CH2:14]2)[CH:9]=[C:8]([O:34][CH2:35][CH3:36])[C:7]=1[C:37]1[CH:42]=[CH:41][C:40]([F:43])=[CH:39][C:38]=1[F:44])[CH3:4], predict the reaction product. (8) Given the reactants C[O:2][C:3](=[O:23])[C:4]1[CH:9]=[C:8]([O:10][C:11]2[CH:16]=[CH:15][CH:14]=[CH:13][C:12]=2[NH2:17])[CH:7]=[CH:6][C:5]=1[NH:18][C:19](=[O:22])[CH2:20][CH3:21].[C:24]1([N:30]=[C:31]=[O:32])[CH:29]=[CH:28][CH:27]=[CH:26][CH:25]=1, predict the reaction product. The product is: [C:24]1([NH:30][C:31](=[O:32])[NH:17][C:12]2[CH:13]=[CH:14][CH:15]=[CH:16][C:11]=2[O:10][C:8]2[CH:7]=[CH:6][C:5]([NH:18][C:19](=[O:22])[CH2:20][CH3:21])=[C:4]([CH:9]=2)[C:3]([OH:2])=[O:23])[CH:29]=[CH:28][CH:27]=[CH:26][CH:25]=1. (9) The product is: [C:1]1([C:7]2[C:8]([C:17]3[CH:18]=[CH:19][C:20]([CH:23]=[O:24])=[CH:21][CH:22]=3)=[N:9][C:10]3[C:15]([CH:16]=2)=[CH:14][CH:13]=[CH:12][N:11]=3)[CH:6]=[CH:5][CH:4]=[CH:3][CH:2]=1. Given the reactants [C:1]1([C:7]2[C:8]([C:17]3[CH:22]=[CH:21][C:20]([CH2:23][OH:24])=[CH:19][CH:18]=3)=[N:9][C:10]3[C:15]([CH:16]=2)=[CH:14][CH:13]=[CH:12][N:11]=3)[CH:6]=[CH:5][CH:4]=[CH:3][CH:2]=1.CCN(CC)CC, predict the reaction product. (10) The product is: [N:2]1[CH:3]=[CH:4][N:5]2[C:10]=1[C:9]([O:11][S:25]([C:22]1[CH:23]=[CH:24][C:19]([CH3:29])=[CH:20][CH:21]=1)(=[O:27])=[O:26])=[CH:8][CH:7]=[N:6]2. Given the reactants Cl.[N:2]1[CH:3]=[CH:4][N:5]2[C:10]=1[C:9]([OH:11])=[CH:8][CH:7]=[N:6]2.C(N(CC)CC)C.[C:19]1([CH3:29])[CH:24]=[CH:23][C:22]([S:25](Cl)(=[O:27])=[O:26])=[CH:21][CH:20]=1, predict the reaction product.